From a dataset of Catalyst prediction with 721,799 reactions and 888 catalyst types from USPTO. Predict which catalyst facilitates the given reaction. (1) Reactant: [Cl:1][C:2]1[CH:7]=[CH:6][CH:5]=[C:4]([Cl:8])[C:3]=1[CH2:9][S:10]([C:13]1[CH:14]=[C:15]2[C:19](=[CH:20][CH:21]=1)[NH:18][C:17](=[O:22])/[C:16]/2=[CH:23]\[C:24]1[NH:28][C:27]([CH3:29])=[C:26]([CH2:30][C:31](O)=[O:32])[C:25]=1[CH3:34])(=[O:12])=[O:11].C1C=CC2N(O)N=NC=2C=1.CCN=C=NCCCN(C)C.Cl.[NH:57]1[CH2:62][CH2:61][O:60][CH2:59][CH2:58]1. Product: [Cl:8][C:4]1[CH:5]=[CH:6][CH:7]=[C:2]([Cl:1])[C:3]=1[CH2:9][S:10]([C:13]1[CH:14]=[C:15]2[C:19](=[CH:20][CH:21]=1)[NH:18][C:17](=[O:22])/[C:16]/2=[CH:23]\[C:24]1[NH:28][C:27]([CH3:29])=[C:26]([CH2:30][C:31]([N:57]2[CH2:62][CH2:61][O:60][CH2:59][CH2:58]2)=[O:32])[C:25]=1[CH3:34])(=[O:12])=[O:11]. The catalyst class is: 3. (2) Reactant: Cl[C:2]1[C:11]2[C:6](=[C:7]([NH:12][C:13]([NH:15][CH2:16][C:17]3[CH:22]=[CH:21][C:20]([C:23]([F:26])([F:25])[F:24])=[CH:19][CH:18]=3)=[O:14])[CH:8]=[CH:9][CH:10]=2)[CH:5]=[CH:4][N:3]=1.[CH3:27][N:28](C=O)C. Product: [C:27]([C:2]1[C:11]2[C:6](=[C:7]([NH:12][C:13]([NH:15][CH2:16][C:17]3[CH:22]=[CH:21][C:20]([C:23]([F:26])([F:25])[F:24])=[CH:19][CH:18]=3)=[O:14])[CH:8]=[CH:9][CH:10]=2)[CH:5]=[CH:4][N:3]=1)#[N:28]. The catalyst class is: 267. (3) Reactant: [C:1]([C:3]1[CH:4]=[C:5]([CH:9]([CH3:13])[C:10]([OH:12])=O)[CH:6]=[CH:7][CH:8]=1)#[N:2].C(N=C=NCCCN(C)C)C.ON1C2C=CC=CC=2N=N1.C(N(CC)CC)C.[C:42]1([CH3:60])[CH:47]=[CH:46][CH:45]=[C:44]([C:48]2[C:53]([CH2:54][NH2:55])=[CH:52][CH:51]=[C:50]([C:56]([F:59])([F:58])[F:57])[N:49]=2)[CH:43]=1. Product: [C:1]([C:3]1[CH:4]=[C:5]([CH:9]([CH3:13])[C:10]([NH:55][CH2:54][C:53]2[C:48]([C:44]3[CH:43]=[C:42]([CH3:60])[CH:47]=[CH:46][CH:45]=3)=[N:49][C:50]([C:56]([F:59])([F:57])[F:58])=[CH:51][CH:52]=2)=[O:12])[CH:6]=[CH:7][CH:8]=1)#[N:2]. The catalyst class is: 38. (4) Reactant: [Cl:1][C:2]1[CH:7]=[CH:6][C:5]([C:8](=[O:11])[CH2:9][CH3:10])=[CH:4][CH:3]=1.[BrH:12].BrBr. Product: [Br:12][CH:9]([CH3:10])[C:8]([C:5]1[CH:4]=[CH:3][C:2]([Cl:1])=[CH:7][CH:6]=1)=[O:11]. The catalyst class is: 15. (5) Reactant: [N:1]([CH:4]1[CH:8]2[O:9][CH2:10][CH:11]([N:12]3[C:20](=[O:21])[C:19]4[C:14](=[CH:15][CH:16]=[CH:17][CH:18]=4)[C:13]3=[O:22])[CH:7]2[O:6][CH2:5]1)=[N+]=[N-]. Product: [NH2:1][CH:4]1[CH:8]2[O:9][CH2:10][CH:11]([N:12]3[C:20](=[O:21])[C:19]4[C:14](=[CH:15][CH:16]=[CH:17][CH:18]=4)[C:13]3=[O:22])[CH:7]2[O:6][CH2:5]1. The catalyst class is: 105. (6) Reactant: [CH3:1][O:2][C:3]1[CH:4]=[C:5]([CH:9]=[C:10]([O:14][CH3:15])[C:11]=1[O:12][CH3:13])[C:6](Cl)=[O:7].[CH3:16][O:17][C:18]1[CH:23]=[CH:22][CH:21]=[C:20]([O:24]C)[C:19]=1[O:26][CH3:27].[Cl-].[Al+3].[Cl-].[Cl-].COC1C=CC(OC)=CC=1C(C1C=C(OC)C=C(OC)C=1)=O. Product: [OH:24][C:20]1[C:19]([O:26][CH3:27])=[C:18]([O:17][CH3:16])[CH:23]=[CH:22][C:21]=1[C:6]([C:5]1[CH:4]=[C:3]([O:2][CH3:1])[C:11]([O:12][CH3:13])=[C:10]([O:14][CH3:15])[CH:9]=1)=[O:7]. The catalyst class is: 2. (7) Reactant: S(O)(O)(=O)=O.[CH3:6][S:7][C:8](=[NH:10])[NH2:9].[C:11](N1C=CN=C1)([N:13]1[CH:17]=[CH:16][N:15]=[CH:14]1)=[O:12]. Product: [N:13]1([C:11]([NH:10][C:8]([S:7][CH3:6])=[NH:9])=[O:12])[CH:17]=[CH:16][N:15]=[CH:14]1. The catalyst class is: 74. (8) Reactant: [Cl:1]/[C:2](=[C:7](\[CH2:12][CH3:13])/[C:8]([O:10]C)=[O:9])/[C:3]([O:5]C)=O.[OH-].[Na+].Cl. Product: [Cl:1][C:2]1[C:3](=[O:5])[O:10][C:8](=[O:9])[C:7]=1[CH2:12][CH3:13]. The catalyst class is: 8.